The task is: Predict the reaction yield, written as a fraction of the theoretical maximum amount of product (1.0 means a 100% yield; for example, 0.34 means a 34% yield).. This data is from Reaction yield outcomes from USPTO patents with 853,638 reactions. The reactants are [CH3:1]N(C)C=O.[Cl:6][C:7]1[CH:12]=[CH:11][C:10]([S:13]([CH:16]([C:24]2[CH:29]=[C:28]([F:30])[CH:27]=[CH:26][C:25]=2[F:31])[C:17]2[CH:22]=[CH:21][C:20]([CH3:23])=[CH:19][N:18]=2)(=[O:15])=[O:14])=[CH:9][CH:8]=1.[H-].[Na+].CI. The catalyst is CCCCCC.O. The product is [Cl:6][C:7]1[CH:12]=[CH:11][C:10]([S:13]([C:16]([C:17]2[CH:22]=[CH:21][C:20]([CH3:23])=[CH:19][N:18]=2)([C:24]2[CH:29]=[C:28]([F:30])[CH:27]=[CH:26][C:25]=2[F:31])[CH3:1])(=[O:14])=[O:15])=[CH:9][CH:8]=1. The yield is 0.930.